From a dataset of Catalyst prediction with 721,799 reactions and 888 catalyst types from USPTO. Predict which catalyst facilitates the given reaction. (1) Reactant: Br[C:2]1[CH:7]=[CH:6][C:5]([C:8]2([C:11]([F:14])([F:13])[F:12])[CH2:10][CH2:9]2)=[CH:4][CH:3]=1.[C:15](=[O:22])([O:17][C:18]([CH3:21])([CH3:20])[CH3:19])[NH2:16].CC1(C)C2C(=C(P(C3C=CC=CC=3)C3C=CC=CC=3)C=CC=2)OC2C(P(C3C=CC=CC=3)C3C=CC=CC=3)=CC=CC1=2.C(=O)([O-])[O-].[Cs+].[Cs+]. Product: [F:12][C:11]([F:14])([F:13])[C:8]1([C:5]2[CH:6]=[CH:7][C:2]([NH:16][C:15](=[O:22])[O:17][C:18]([CH3:21])([CH3:20])[CH3:19])=[CH:3][CH:4]=2)[CH2:10][CH2:9]1. The catalyst class is: 62. (2) Reactant: [CH:1]1(B(O)O)[CH2:3][CH2:2]1.C1(P(C2CCCCC2)C2C=CC=CC=2C2C(OC)=CC=CC=2OC)CCCCC1.C(=O)([O-])[O-].[Na+].[Na+].Br[C:43]1[C:48]([C:49]2[CH:54]=[CH:53][C:52]([F:55])=[CH:51][CH:50]=2)=[C:47]([F:56])[C:46]([O:57][CH2:58][CH3:59])=[C:45]([CH:60]=[O:61])[CH:44]=1. Product: [CH:1]1([C:43]2[C:48]([C:49]3[CH:50]=[CH:51][C:52]([F:55])=[CH:53][CH:54]=3)=[C:47]([F:56])[C:46]([O:57][CH2:58][CH3:59])=[C:45]([CH:60]=[O:61])[CH:44]=2)[CH2:3][CH2:2]1. The catalyst class is: 101. (3) Reactant: [C:1]([N:10]1[C@@H:14]([CH2:15][C:16]2[CH:21]=[CH:20][CH:19]=[CH:18][CH:17]=2)[CH2:13][O:12][C:11]1=[O:22])(=[O:9])[CH2:2][CH2:3][CH2:4][CH2:5][CH2:6][CH:7]=[CH2:8].C(N(C(C)C)CC)(C)C.[O:32]1[CH2:37]CCOO1. Product: [OH:32][CH2:37][C@@H:2]([CH2:3][CH2:4][CH2:5][CH2:6][CH:7]=[CH2:8])[C:1]([N:10]1[C@@H:14]([CH2:15][C:16]2[CH:21]=[CH:20][CH:19]=[CH:18][CH:17]=2)[CH2:13][O:12][C:11]1=[O:22])=[O:9]. The catalyst class is: 528.